This data is from Reaction yield outcomes from USPTO patents with 853,638 reactions. The task is: Predict the reaction yield, written as a fraction of the theoretical maximum amount of product (1.0 means a 100% yield; for example, 0.34 means a 34% yield). (1) The yield is 0.394. The product is [F:22][C:23]1([F:29])[CH2:27][CH2:26][CH:25]([NH:28][C:13](=[O:14])[C@H:12]([N:9]2[C:8](=[O:19])[C:7]3=[CH:20][NH:21][C:5]4[C:6]3=[C:11]([C:2]([F:1])=[CH:3][N:4]=4)[CH2:10]2)[CH:16]([CH3:17])[CH3:18])[CH2:24]1. The catalyst is CN(C)C1C=CN=CC=1.CN(C=O)C. The reactants are [F:1][C:2]1[C:11]2[CH2:10][N:9]([C@H:12]([CH:16]([CH3:18])[CH3:17])[C:13](O)=[O:14])[C:8](=[O:19])[C:7]3=[CH:20][NH:21][C:5]([C:6]=23)=[N:4][CH:3]=1.[F:22][C:23]1([F:29])[CH2:27][CH2:26][CH:25]([NH2:28])[CH2:24]1.C1C=CC2N(O)N=NC=2C=1.C(Cl)CCl. (2) The reactants are [CH3:1][C:2]1[C:7]([NH:8]/[C:9](/[NH:18]C(=O)OC(C)(C)C)=[N:10]/C(=O)OC(C)(C)C)=[CH:6][C:5]([CH:26]2[CH2:31][CH2:30][N:29]([CH3:32])[CH2:28][C:27]2([CH3:34])[CH3:33])=[CH:4][N:3]=1.Cl. The catalyst is C(Cl)Cl. The product is [CH3:1][C:2]1[C:7]([NH:8][C:9]([NH2:18])=[NH:10])=[CH:6][C:5]([CH:26]2[CH2:31][CH2:30][N:29]([CH3:32])[CH2:28][C:27]2([CH3:34])[CH3:33])=[CH:4][N:3]=1. The yield is 1.10. (3) The reactants are Br[C:2]1[CH:3]=[C:4]([C:13]#[N:14])[C:5](=[CH:8][C:9]=1[N+:10]([O-:12])=[O:11])[C:6]#[N:7].[NH2:15][C:16]1[CH:21]=[CH:20][CH:19]=[C:18]([CH3:22])[CH:17]=1.C(N(CC)C(C)C)(C)C. The catalyst is C1COCC1. The product is [N+:10]([C:9]1[CH:8]=[C:5]([C:6]#[N:7])[C:4](=[CH:3][C:2]=1[NH:15][C:16]1[CH:17]=[C:18]([CH3:22])[CH:19]=[CH:20][CH:21]=1)[C:13]#[N:14])([O-:12])=[O:11]. The yield is 0.990. (4) The reactants are [CH:1]1[C:6]2[CH2:7][NH:8][C:9]3[CH:15]=[CH:14][CH:13]=[CH:12][C:10]=3[O:11][C:5]=2[CH:4]=[CH:3][CH:2]=1.I[CH2:17][CH2:18][CH2:19][CH2:20][CH2:21][CH2:22][C:23]([O:25][CH2:26][CH3:27])=[O:24].C(=O)([O-])[O-].[K+].[K+]. The catalyst is C(#N)C.C(OCC)(=O)C. The product is [CH:1]1[C:6]2[CH2:7][N:8]([CH2:17][CH2:18][CH2:19][CH2:20][CH2:21][CH2:22][C:23]([O:25][CH2:26][CH3:27])=[O:24])[C:9]3[CH:15]=[CH:14][CH:13]=[CH:12][C:10]=3[O:11][C:5]=2[CH:4]=[CH:3][CH:2]=1. The yield is 0.370. (5) The reactants are [Cl:1][C:2]1[CH:7]=[CH:6][CH:5]=[CH:4][C:3]=1[N:8]([CH3:39])[C:9]([C:11]1[S:38][C:14]2[C:15]3[CH:23]=[CH:22][C:21]([N:24]=C(C4C=CC=CC=4)C4C=CC=CC=4)=[CH:20][C:16]=3[O:17][CH2:18][CH2:19][C:13]=2[CH:12]=1)=[O:10].CC(Cl)=O. The catalyst is CO. The product is [NH2:24][C:21]1[CH:22]=[CH:23][C:15]2[C:14]3[S:38][C:11]([C:9]([N:8]([C:3]4[CH:4]=[CH:5][CH:6]=[CH:7][C:2]=4[Cl:1])[CH3:39])=[O:10])=[CH:12][C:13]=3[CH2:19][CH2:18][O:17][C:16]=2[CH:20]=1. The yield is 0.950. (6) The reactants are [CH3:1][CH2:2][O:3][CH:4]([O:13][CH2:14][CH3:15])[C:5]1[CH:10]=[CH:9][C:8]([CH:11]=[O:12])=[CH:7][CH:6]=1.[F:16][C:17]([Si](C)(C)C)([F:19])[F:18].[F-].C([N+](CCCC)(CCCC)CCCC)CCC. The catalyst is O1CCCC1. The product is [CH2:14]([O:13][CH:4]([O:3][CH2:2][CH3:1])[C:5]1[CH:10]=[CH:9][C:8]([CH:11]([OH:12])[C:17]([F:19])([F:18])[F:16])=[CH:7][CH:6]=1)[CH3:15]. The yield is 0.930.